From a dataset of HIV replication inhibition screening data with 41,000+ compounds from the AIDS Antiviral Screen. Binary Classification. Given a drug SMILES string, predict its activity (active/inactive) in a high-throughput screening assay against a specified biological target. (1) The drug is CC(=O)OC12CCCCCC1C1(O)C(O)CCCC21. The result is 0 (inactive). (2) The molecule is O=C(C=Cc1cccc2ccccc12)c1cccs1. The result is 0 (inactive). (3) The compound is C=C(C)C#CC(O)(C(=O)OC1CCN(C)CC1)C(C)C. The result is 0 (inactive). (4) The drug is COc1cc(C2C(Cl)C(=O)N2n2cnc3ccccc3c2=O)cc(OC)c1OC. The result is 0 (inactive). (5) The drug is Cc1cn(C2CC(OP(=O)(O)OCC3CCC(n4ccc(=N)[nH]c4=O)O3)C(CO)O2)c(=O)[nH]c1=O. The result is 1 (active). (6) The drug is O=S1(=O)CC(c2ccccc2)=NN=C(c2ccccc2)C1. The result is 0 (inactive). (7) The drug is Cc1cccc2c1Oc1ccccc1C2NC(=O)CN(C)C. The result is 0 (inactive). (8) The drug is COc1cc(C2SC(=N)Nc3c2c(C)nn3C(=O)c2ccc(Cl)cc2)ccc1O. The result is 0 (inactive). (9) The molecule is C1=[N+]2CCCN3CCC[N+]4=Cc5ccccc5O[Co-3]324Oc2ccccc21. The result is 1 (active).